Dataset: Forward reaction prediction with 1.9M reactions from USPTO patents (1976-2016). Task: Predict the product of the given reaction. (1) Given the reactants [Br:1][C:2]1[CH:3]=[C:4]([CH:21]=[CH:22][CH:23]=1)[CH2:5][N:6]1[C:14]2[C:13](=[O:15])[N:12]([CH3:16])[C:11](=[O:17])[N:10]([CH3:18])[C:9]=2[N:8]=[C:7]1[CH2:19][OH:20].CC(OI1(OC(C)=O)(OC(C)=O)OC(=O)C2C=CC=CC1=2)=O, predict the reaction product. The product is: [Br:1][C:2]1[CH:3]=[C:4]([CH:21]=[CH:22][CH:23]=1)[CH2:5][N:6]1[C:14]2[C:13](=[O:15])[N:12]([CH3:16])[C:11](=[O:17])[N:10]([CH3:18])[C:9]=2[N:8]=[C:7]1[CH:19]=[O:20]. (2) The product is: [CH3:13][C:4]1[CH:5]=[C:6]2[CH2:11][CH2:10][O:9][C:8](=[O:12])[C:7]2=[C:2]([C:19]2[O:20][CH:21]=[CH:22][CH:23]=2)[N:3]=1. Given the reactants Cl[C:2]1[N:3]=[C:4]([CH3:13])[CH:5]=[C:6]2[CH2:11][CH2:10][O:9][C:8](=[O:12])[C:7]=12.C([Sn](CCCC)(CCCC)[C:19]1[O:20][CH:21]=[CH:22][CH:23]=1)CCC.[F-].[K+].O, predict the reaction product. (3) Given the reactants [C:1]([N:8]([CH3:28])[CH:9]1[CH2:14][CH2:13][CH:12]([NH:15][CH2:16][C:17]2[CH:18]=[C:19](B(O)O)[CH:20]=[CH:21][C:22]=2[O:23][CH3:24])[CH2:11][CH2:10]1)([O:3][C:4]([CH3:7])([CH3:6])[CH3:5])=[O:2].Br[C:30]1[CH:37]=[CH:36][C:33]([C:34]#[N:35])=[CH:32][CH:31]=1, predict the reaction product. The product is: [C:34]([C:33]1[CH:36]=[CH:37][C:30]([C:19]2[CH:20]=[CH:21][C:22]([O:23][CH3:24])=[C:17]([CH2:16][NH:15][CH:12]3[CH2:13][CH2:14][CH:9]([N:8]([CH3:28])[C:1](=[O:2])[O:3][C:4]([CH3:7])([CH3:6])[CH3:5])[CH2:10][CH2:11]3)[CH:18]=2)=[CH:31][CH:32]=1)#[N:35]. (4) The product is: [F:5][C:6]1[CH:7]=[C:8]([O:16][CH:2]([CH3:4])[CH3:3])[CH:9]=[C:10]([F:15])[C:11]=1[N+:12]([O-:14])=[O:13]. Given the reactants I[CH:2]([CH3:4])[CH3:3].[F:5][C:6]1[CH:7]=[C:8]([OH:16])[CH:9]=[C:10]([F:15])[C:11]=1[N+:12]([O-:14])=[O:13].C([O-])([O-])=O.[K+].[K+].O, predict the reaction product. (5) Given the reactants [Cl:1][C:2]1[S:6][C:5]([C:7]([NH:9][CH2:10][C:11]2[CH:12]=[N:13][N:14]([C:16]3[CH:21]=[CH:20][C:19](I)=[CH:18][CH:17]=3)[CH:15]=2)=[O:8])=[CH:4][CH:3]=1.[CH3:23][N:24]1[CH2:30][CH2:29][CH2:28][NH:27][CH2:26][CH2:25]1.C(O)CO.[O-]P([O-])([O-])=O.[K+].[K+].[K+], predict the reaction product. The product is: [Cl:1][C:2]1[S:6][C:5]([C:7]([NH:9][CH2:10][C:11]2[CH:12]=[N:13][N:14]([C:16]3[CH:21]=[CH:20][C:19]([N:27]4[CH2:28][CH2:29][CH2:30][N:24]([CH3:23])[CH2:25][CH2:26]4)=[CH:18][CH:17]=3)[CH:15]=2)=[O:8])=[CH:4][CH:3]=1.